This data is from Peptide-MHC class I binding affinity with 185,985 pairs from IEDB/IMGT. The task is: Regression. Given a peptide amino acid sequence and an MHC pseudo amino acid sequence, predict their binding affinity value. This is MHC class I binding data. (1) The peptide sequence is SRYFGNVRL. The MHC is HLA-B46:01 with pseudo-sequence HLA-B46:01. The binding affinity (normalized) is 0.0847. (2) The peptide sequence is YTFCGTIEY. The MHC is HLA-B39:01 with pseudo-sequence HLA-B39:01. The binding affinity (normalized) is 0.0847.